This data is from Full USPTO retrosynthesis dataset with 1.9M reactions from patents (1976-2016). The task is: Predict the reactants needed to synthesize the given product. (1) Given the product [CH2:1]([N:8]1[CH2:12][CH2:11][C@H:10]([OH:13])[CH2:9]1)[C:2]1[CH:3]=[CH:4][CH:5]=[CH:6][CH:7]=1.[S:20]([C:17]1[CH:18]=[CH:19][C:14]([CH3:24])=[CH:15][CH:16]=1)([O-:13])(=[O:22])=[O:21], predict the reactants needed to synthesize it. The reactants are: [CH2:1]([N:8]1[CH2:12][CH2:11][C@H:10]([OH:13])[CH2:9]1)[C:2]1[CH:7]=[CH:6][CH:5]=[CH:4][CH:3]=1.[C:14]1([CH3:24])[CH:19]=[CH:18][C:17]([S:20](Cl)(=[O:22])=[O:21])=[CH:16][CH:15]=1. (2) Given the product [CH3:1][C:2]1[S:3][CH:4]=[C:5]([CH2:7][CH2:8][NH:9][C:10]2[CH:15]=[CH:14][C:13]([NH2:16])=[CH:12][CH:11]=2)[N:6]=1, predict the reactants needed to synthesize it. The reactants are: [CH3:1][C:2]1[S:3][CH:4]=[C:5]([CH2:7][CH2:8][NH:9][C:10]2[CH:15]=[CH:14][C:13]([N+:16]([O-])=O)=[CH:12][CH:11]=2)[N:6]=1.[H][H]. (3) Given the product [Si:1]([O:8][C:9]1[CH:17]=[CH:16][CH:15]=[C:14]2[C:10]=1[CH:11]=[CH:12][N:13]2[C:22]([O:24][CH2:25][C:26]1[CH:31]=[CH:30][CH:29]=[CH:28][CH:27]=1)=[O:23])([C:4]([CH3:7])([CH3:6])[CH3:5])([CH3:3])[CH3:2], predict the reactants needed to synthesize it. The reactants are: [Si:1]([O:8][C:9]1[CH:17]=[CH:16][CH:15]=[C:14]2[C:10]=1[CH:11]=[CH:12][NH:13]2)([C:4]([CH3:7])([CH3:6])[CH3:5])([CH3:3])[CH3:2].[Br-].[OH-].[Na+].Cl[C:22]([O:24][CH2:25][C:26]1[CH:31]=[CH:30][CH:29]=[CH:28][CH:27]=1)=[O:23].C(N)CN. (4) Given the product [Cl:1][C:2]1[CH:7]=[CH:6][CH:5]=[CH:4][C:3]=1[N:8]1[C:12]([O:13][C:14]2[CH:19]=[CH:18][CH:17]=[CH:16][C:15]=2[NH2:20])=[CH:11][C:10]([CH3:23])=[N:9]1, predict the reactants needed to synthesize it. The reactants are: [Cl:1][C:2]1[CH:7]=[CH:6][CH:5]=[CH:4][C:3]=1[N:8]1[C:12]([O:13][C:14]2[CH:19]=[CH:18][CH:17]=[CH:16][C:15]=2[N+:20]([O-])=O)=[CH:11][C:10]([CH3:23])=[N:9]1.O.[Cl-].[NH4+]. (5) The reactants are: [CH2:1]([O:3][C:4]([C@@H:6]1[CH2:11][C:10](OS(C(F)(F)F)(=O)=O)=[CH:9][CH2:8][N:7]1[C:20]1[CH:25]=[CH:24][C:23]([O:26][CH3:27])=[CH:22][CH:21]=1)=[O:5])[CH3:2].[CH3:28][O:29][C:30]1[CH:35]=[CH:34][C:33](B(O)O)=[CH:32][CH:31]=1.[Cl-].[Li+].C(=O)([O-])[O-].[Na+].[Na+]. Given the product [CH2:1]([O:3][C:4]([C@@H:6]1[CH2:11][C:10]([C:33]2[CH:34]=[CH:35][C:30]([O:29][CH3:28])=[CH:31][CH:32]=2)=[CH:9][CH2:8][N:7]1[C:20]1[CH:25]=[CH:24][C:23]([O:26][CH3:27])=[CH:22][CH:21]=1)=[O:5])[CH3:2], predict the reactants needed to synthesize it.